This data is from Forward reaction prediction with 1.9M reactions from USPTO patents (1976-2016). The task is: Predict the product of the given reaction. (1) Given the reactants [CH2:1]([O:3][C:4]1[CH:9]=[CH:8][C:7]([S:10]([N:13]2[CH2:18][CH2:17][N:16]3[C:19](=[O:27])[C:20]4[CH:25]=[CH:24][C:23]([CH3:26])=[N:22][C:21]=4[CH:15]3[CH2:14]2)(=[O:12])=[O:11])=[CH:6][CH:5]=1)[CH3:2].[Li+].[CH3:29][Si]([N-][Si](C)(C)C)(C)C.CI, predict the reaction product. The product is: [CH2:1]([O:3][C:4]1[CH:9]=[CH:8][C:7]([S:10]([N:13]2[CH2:18][CH2:17][N:16]3[C:19](=[O:27])[C:20]4[CH:25]=[CH:24][C:23]([CH3:26])=[N:22][C:21]=4[C:15]3([CH3:29])[CH2:14]2)(=[O:11])=[O:12])=[CH:6][CH:5]=1)[CH3:2]. (2) Given the reactants Cl[C:2]1[N:7]2[N:8]=[C:9](C)[CH:10]=[C:6]2[N:5]=[C:4]([NH:12][C:13](=[O:24])[C:14]2[CH:19]=[CH:18][C:17]([C:20]([OH:23])([CH3:22])[CH3:21])=[CH:16][CH:15]=2)[CH:3]=1.FC(F)(F)C(O)=O.[CH3:32][NH:33][C:34]([C@@H:36]1[CH2:41][CH2:40][CH2:39][NH:38][CH2:37]1)=[O:35].C(N(C(C)C)CC)(C)C, predict the reaction product. The product is: [OH:23][C:20]([C:17]1[CH:18]=[CH:19][C:14]([C:13]([NH:12][C:4]2[CH:3]=[C:2]([N:38]3[CH2:39][CH2:40][CH2:41][C@@H:36]([C:34]([NH:33][CH3:32])=[O:35])[CH2:37]3)[N:7]3[N:8]=[CH:9][CH:10]=[C:6]3[N:5]=2)=[O:24])=[CH:15][CH:16]=1)([CH3:21])[CH3:22].